From a dataset of Forward reaction prediction with 1.9M reactions from USPTO patents (1976-2016). Predict the product of the given reaction. Given the reactants [CH:1]1([CH2:6][CH:7]([C:11]2[CH:16]=[CH:15][C:14]([Cl:17])=[C:13]([Cl:18])[CH:12]=2)[C:8]([OH:10])=O)[CH2:5][CH2:4][CH2:3][CH2:2]1.C(Cl)(=O)C(Cl)=O.[NH2:25][C:26]1[N:31]=[CH:30][CH:29]=[CH:28][N:27]=1, predict the reaction product. The product is: [CH:1]1([CH2:6][CH:7]([C:11]2[CH:16]=[CH:15][C:14]([Cl:17])=[C:13]([Cl:18])[CH:12]=2)[C:8]([NH:25][C:26]2[N:31]=[CH:30][CH:29]=[CH:28][N:27]=2)=[O:10])[CH2:2][CH2:3][CH2:4][CH2:5]1.